This data is from Forward reaction prediction with 1.9M reactions from USPTO patents (1976-2016). The task is: Predict the product of the given reaction. (1) Given the reactants [CH2:1]([O:3][C:4]([N:6]1[C:15]2[C:10](=[N:11][C:12]([O:16]C)=[CH:13][CH:14]=2)[C@@H:9]([NH:18][C:19]2[C:24]([CH2:25][C:26]3[CH:31]=[C:30]([C:32]([F:35])([F:34])[F:33])[CH:29]=[C:28]([C:36]([F:39])([F:38])[F:37])[CH:27]=3)=[CH:23][C:22]([N:40]3[CH2:45][CH2:44][O:43][CH2:42][CH2:41]3)=[CH:21][N:20]=2)[CH2:8][C@H:7]1[CH2:46][CH3:47])=[O:5])[CH3:2].[I-].[Na+].C[Si](Cl)(C)C, predict the reaction product. The product is: [CH2:1]([O:3][C:4]([N:6]1[C:15]2[C:10](=[N:11][C:12]([OH:16])=[CH:13][CH:14]=2)[C@@H:9]([NH:18][C:19]2[C:24]([CH2:25][C:26]3[CH:27]=[C:28]([C:36]([F:38])([F:39])[F:37])[CH:29]=[C:30]([C:32]([F:35])([F:33])[F:34])[CH:31]=3)=[CH:23][C:22]([N:40]3[CH2:41][CH2:42][O:43][CH2:44][CH2:45]3)=[CH:21][N:20]=2)[CH2:8][C@H:7]1[CH2:46][CH3:47])=[O:5])[CH3:2]. (2) Given the reactants [CH3:1][C:2]1[N:3]=[C:4]2[C:13]3[CH2:12][CH:11]([C:14]4[CH:19]=[CH:18][CH:17]=[CH:16][CH:15]=4)[CH2:10][CH2:9][C:8]=3[C:7]([C:20]([OH:22])=O)=[CH:6][N:5]2[C:23]=1[CH3:24].C[N:26](C(ON1N=NC2C=CC=CC1=2)=[N+](C)C)C.[B-](F)(F)(F)F.N.[Cl-].[NH4+].Cl, predict the reaction product. The product is: [CH3:1][C:2]1[N:3]=[C:4]2[C:13]3[CH2:12][CH:11]([C:14]4[CH:19]=[CH:18][CH:17]=[CH:16][CH:15]=4)[CH2:10][CH2:9][C:8]=3[C:7]([C:20]([NH2:26])=[O:22])=[CH:6][N:5]2[C:23]=1[CH3:24]. (3) Given the reactants I.[Cl:2][C:3]1[C:4]2[C:5]3[C:6](=[C:20]([CH3:23])[O:21][N:22]=3)[C:7](=[O:19])[N:8]([CH:13]3[CH2:18][CH2:17][CH2:16][NH:15][CH2:14]3)[C:9]=2[CH:10]=[CH:11][CH:12]=1.[N:24]1[CH:29]=[CH:28][CH:27]=[CH:26][C:25]=1[CH2:30][CH2:31][C:32](O)=[O:33].Cl.CN(C)CCCN=C=NCC.ON1C2N=CC=CC=2N=N1.C(N(CC)CC)C, predict the reaction product. The product is: [Cl:2][C:3]1[C:4]2[C:5]3[C:6](=[C:20]([CH3:23])[O:21][N:22]=3)[C:7](=[O:19])[N:8]([CH:13]3[CH2:18][CH2:17][CH2:16][N:15]([C:32](=[O:33])[CH2:31][CH2:30][C:25]4[CH:26]=[CH:27][CH:28]=[CH:29][N:24]=4)[CH2:14]3)[C:9]=2[CH:10]=[CH:11][CH:12]=1. (4) Given the reactants [OH:1][C:2]1[C:3]([C:12]([OH:14])=O)=[CH:4][CH:5]=[C:6]2[C:11]=1[N:10]=[CH:9][CH:8]=[CH:7]2.N1(C(N2C=CN=C2)=O)C=CN=C1.[S:27]1[CH:31]=[CH:30][CH:29]=[C:28]1[CH2:32][NH2:33], predict the reaction product. The product is: [OH:1][C:2]1[C:3]([C:12]([NH:33][CH2:32][C:28]2[S:27][CH:31]=[CH:30][CH:29]=2)=[O:14])=[CH:4][CH:5]=[C:6]2[C:11]=1[N:10]=[CH:9][CH:8]=[CH:7]2. (5) Given the reactants [O:1]=[C:2]1[CH:11]=[CH:10][C:9]2[CH:8]=[CH:7][C:6]3[O:12][CH2:13][CH2:14][O:15][C:5]=3[C:4]=2[N:3]1[CH2:16][CH:17]=O.[NH:19]1[CH2:24][CH2:23][CH:22]([NH:25][C:26](=[O:32])[O:27][C:28]([CH3:31])([CH3:30])[CH3:29])[CH2:21][CH2:20]1.[BH-](OC(C)=O)(OC(C)=O)OC(C)=O.[Na+], predict the reaction product. The product is: [O:1]=[C:2]1[CH:11]=[CH:10][C:9]2[CH:8]=[CH:7][C:6]3[O:12][CH2:13][CH2:14][O:15][C:5]=3[C:4]=2[N:3]1[CH2:16][CH2:17][N:19]1[CH2:20][CH2:21][CH:22]([NH:25][C:26](=[O:32])[O:27][C:28]([CH3:30])([CH3:29])[CH3:31])[CH2:23][CH2:24]1. (6) Given the reactants [NH2:1][C:2]([CH3:6])([CH3:5])[CH2:3][OH:4].[C:7](Cl)(=[O:11])[CH2:8][CH2:9][CH3:10], predict the reaction product. The product is: [OH:4][CH2:3][C:2]([NH:1][C:7](=[O:11])[CH2:8][CH2:9][CH3:10])([CH3:6])[CH3:5].